From a dataset of Reaction yield outcomes from USPTO patents with 853,638 reactions. Predict the reaction yield, written as a fraction of the theoretical maximum amount of product (1.0 means a 100% yield; for example, 0.34 means a 34% yield). (1) The product is [Br:1][C:2]1[N:3]=[C:4]2[N:9]([CH2:10][C:11]3[CH:12]=[C:13]4[C:18](=[CH:19][CH:20]=3)[N:17]=[CH:16][N:15]=[CH:14]4)[N:21]=[N:8][C:5]2=[N:6][CH:7]=1. The reactants are [Br:1][C:2]1[N:3]=[C:4]([NH:9][CH2:10][C:11]2[CH:12]=[C:13]3[C:18](=[CH:19][CH:20]=2)[N:17]=[CH:16][N:15]=[CH:14]3)[C:5]([NH2:8])=[N:6][CH:7]=1.[N:21](OCCC(C)C)=O. The catalyst is CN(C=O)C.CO. The yield is 0.130. (2) The reactants are [C:1]1([CH:7]([C:20]2[CH:25]=[CH:24][CH:23]=[CH:22][CH:21]=2)[CH2:8][CH2:9][NH:10][C:11](=[O:19])[C:12]2[CH:17]=[CH:16][C:15]([OH:18])=[N:14][CH:13]=2)[CH:6]=[CH:5][CH:4]=[CH:3][CH:2]=1.Br[CH2:27][CH2:28][O:29][CH3:30]. No catalyst specified. The product is [C:20]1([CH:7]([C:1]2[CH:2]=[CH:3][CH:4]=[CH:5][CH:6]=2)[CH2:8][CH2:9][NH:10][C:11]([C:12]2[CH:17]=[CH:16][C:15](=[O:18])[N:14]([CH2:27][CH2:28][O:29][CH3:30])[CH:13]=2)=[O:19])[CH:25]=[CH:24][CH:23]=[CH:22][CH:21]=1. The yield is 0.171. (3) The reactants are [Br:1][C:2]1[CH:3]=[CH:4][C:5]([C:9]2[C:17]3[C:12](=[CH:13][N:14]=[C:15]([C:18]4[CH:19]=[N:20][CH:21]=[CH:22][CH:23]=4)[CH:16]=3)[N:11](COCC[Si](C)(C)C)[N:10]=2)=[N:6][C:7]=1F.[NH:32]1[CH2:36][CH2:35][C@H:34]([OH:37])[CH2:33]1. No catalyst specified. The product is [Br:1][C:2]1[C:7]([N:32]2[CH2:36][CH2:35][C@H:34]([OH:37])[CH2:33]2)=[N:6][C:5]([C:9]2[C:17]3[C:12](=[CH:13][N:14]=[C:15]([C:18]4[CH:19]=[N:20][CH:21]=[CH:22][CH:23]=4)[CH:16]=3)[NH:11][N:10]=2)=[CH:4][CH:3]=1. The yield is 0.0300. (4) The reactants are [C:1]([C:4]1[C:5]([CH3:17])=[C:6]2[C:11](=[C:12]([CH3:14])[CH:13]=1)S[CH2:9][CH2:8][CH:7]2[CH2:15][CH3:16])(=[O:3])[CH3:2].OO.[S:20]([O-:23])(O)=[O:21].[Na+]. The catalyst is C(O)(=O)C. The product is [C:1]([C:4]1[C:5]([CH3:17])=[C:6]2[C:11](=[C:12]([CH3:14])[CH:13]=1)[S:20](=[O:23])(=[O:21])[CH2:9][CH2:8][CH:7]2[CH2:15][CH3:16])(=[O:3])[CH3:2]. The yield is 0.550. (5) The reactants are [CH2:1]([O:3][C:4]([C:6]1[C:11]([O:12][CH2:13][CH3:14])=[C:10](Cl)[N:9]=[C:8]([Cl:16])[N:7]=1)=[O:5])[CH3:2].[NH:17]1[CH2:22][CH2:21][O:20][CH2:19][CH2:18]1.O. The catalyst is C1(C)C=CC=CC=1. The product is [CH2:1]([O:3][C:4]([C:6]1[C:11]([O:12][CH2:13][CH3:14])=[C:10]([N:17]2[CH2:22][CH2:21][O:20][CH2:19][CH2:18]2)[N:9]=[C:8]([Cl:16])[N:7]=1)=[O:5])[CH3:2]. The yield is 0.750. (6) The reactants are [OH:1][CH:2]1[CH2:6][NH:5][C@H:4]([C:7]([OH:9])=[O:8])[CH2:3]1.O.C(N(CC)CC)C.[CH3:18][C:19]1[CH:24]=[CH:23][CH:22]=[CH:21][C:20]=1[C:25]1[CH:30]=[CH:29][C:28]([C:31](Cl)=[O:32])=[CH:27][CH:26]=1. The catalyst is O1CCCC1. The product is [OH:1][C@H:2]1[CH2:6][N:5]([C:31]([C:28]2[CH:27]=[CH:26][C:25]([C:20]3[CH:21]=[CH:22][CH:23]=[CH:24][C:19]=3[CH3:18])=[CH:30][CH:29]=2)=[O:32])[C@H:4]([C:7]([OH:9])=[O:8])[CH2:3]1. The yield is 0.859. (7) The reactants are [CH3:1][O:2][C:3]([C:5]1[CH:10]=[CH:9][CH:8]=[C:7]([C:11]([O:13][CH3:14])=[O:12])[N:6]=1)=[O:4]. The yield is 0.890. The product is [NH:6]1[C@H:5]([C:3]([O:2][CH3:1])=[O:4])[CH2:10][CH2:9][CH2:8][C@@H:7]1[C:11]([O:13][CH3:14])=[O:12]. The catalyst is CO.Cl. (8) The reactants are Br[C:2]1[N:6]([C:7]2[CH:12]=[CH:11][C:10]([C:13]#[N:14])=[CH:9][C:8]=2[CH3:15])[C:5]([CH2:16][CH2:17][C:18]([O:20][CH2:21][CH3:22])=[O:19])=[CH:4][CH:3]=1.C1[C:29]2[CH:28]=[CH:27][C:26]([O:30]B(OO)OO)=[CH:25][C:24]1=2.[C:36](=O)(O)[O-:37].[Na+]. The catalyst is C1C=CC([P]([Pd]([P](C2C=CC=CC=2)(C2C=CC=CC=2)C2C=CC=CC=2)([P](C2C=CC=CC=2)(C2C=CC=CC=2)C2C=CC=CC=2)[P](C2C=CC=CC=2)(C2C=CC=CC=2)C2C=CC=CC=2)(C2C=CC=CC=2)C2C=CC=CC=2)=CC=1. The product is [O:30]1[C:26]2[CH:27]=[CH:28][C:29]([C:2]3[N:6]([C:7]4[CH:12]=[CH:11][C:10]([C:13]#[N:14])=[CH:9][C:8]=4[CH3:15])[C:5]([CH2:16][CH2:17][C:18]([O:20][CH2:21][CH3:22])=[O:19])=[CH:4][CH:3]=3)=[CH:24][C:25]=2[O:37][CH2:36]1. The yield is 0.690. (9) The reactants are C([Li])(C)(C)C.[CH3:6][CH2:7][CH2:8][CH2:9]C.[CH3:11][CH2:12][O:13][CH2:14][CH3:15]. No catalyst specified. The product is [CH2:6]([C:11]1[CH:15]=[CH:14][O:13][CH:12]=1)[CH2:7][CH2:8][CH3:9]. The yield is 1.00. (10) The reactants are [CH3:1][C:2]1[CH:7]=[CH:6][C:5]([S:8]([O:11][CH2:12][CH:13]([OH:18])[CH2:14][N:15]=[N+:16]=[N-:17])(=[O:10])=[O:9])=[CH:4][CH:3]=1.[C:19](OC(=O)C)(=[O:21])[CH3:20]. The catalyst is C(Cl)Cl.CN(C1C=CN=CC=1)C. The product is [C:19]([O:18][CH:13]([CH2:12][O:11][S:8]([C:5]1[CH:6]=[CH:7][C:2]([CH3:1])=[CH:3][CH:4]=1)(=[O:9])=[O:10])[CH2:14][N:15]=[N+:16]=[N-:17])(=[O:21])[CH3:20]. The yield is 0.988.